Task: Predict the reaction yield, written as a fraction of the theoretical maximum amount of product (1.0 means a 100% yield; for example, 0.34 means a 34% yield).. Dataset: Reaction yield outcomes from USPTO patents with 853,638 reactions (1) The reactants are Br[C:2]1[S:3][C:4]([CH3:7])=[N:5][N:6]=1.[CH:8]([C:10]1[CH:15]=[CH:14][C:13](B(O)O)=[CH:12][CH:11]=1)=[O:9].[O-]P([O-])([O-])=O.[K+].[K+].[K+]. The catalyst is C1(C)C=CC=CC=1.C(O)C.C1C=CC([P]([Pd]([P](C2C=CC=CC=2)(C2C=CC=CC=2)C2C=CC=CC=2)([P](C2C=CC=CC=2)(C2C=CC=CC=2)C2C=CC=CC=2)[P](C2C=CC=CC=2)(C2C=CC=CC=2)C2C=CC=CC=2)(C2C=CC=CC=2)C2C=CC=CC=2)=CC=1. The product is [CH3:7][C:4]1[S:3][C:2]([C:13]2[CH:14]=[CH:15][C:10]([CH:8]=[O:9])=[CH:11][CH:12]=2)=[N:6][N:5]=1. The yield is 0.850. (2) The reactants are N1C=CC=CC=1.Cl[C:8]([O:10][CH:11]([Cl:13])[CH3:12])=[O:9].[C:14]([O:19][CH2:20][CH2:21][OH:22])(=[O:18])[C:15]([CH3:17])=[CH2:16]. The catalyst is ClCCl. The product is [C:8](=[O:9])([O:22][CH2:21][CH2:20][O:19][C:14](=[O:18])[C:15]([CH3:17])=[CH2:16])[O:10][CH:11]([Cl:13])[CH3:12]. The yield is 0.740. (3) The reactants are [Br:1][C:2]1[CH:3]=[C:4]([CH:9]([C:11]2[CH:16]=[CH:15][C:14]([F:17])=[CH:13][C:12]=2[O:18][C:19]([F:24])([F:23])[CH:20]([F:22])[F:21])[OH:10])[CH:5]=[CH:6][C:7]=1[F:8]. The catalyst is ClCCl.O=[Mn]=O. The product is [Br:1][C:2]1[CH:3]=[C:4]([C:9]([C:11]2[CH:16]=[CH:15][C:14]([F:17])=[CH:13][C:12]=2[O:18][C:19]([F:23])([F:24])[CH:20]([F:21])[F:22])=[O:10])[CH:5]=[CH:6][C:7]=1[F:8]. The yield is 0.600. (4) The reactants are [NH2:1][C:2]1[CH:7]=[CH:6][C:5]([OH:8])=[C:4]([C:9]2[N:13]([CH3:14])[N:12]=[CH:11][CH:10]=2)[CH:3]=1.Br[CH2:16][CH2:17][NH:18][C:19](=[O:25])[O:20][C:21]([CH3:24])([CH3:23])[CH3:22].C(=O)([O-])[O-].[K+].[K+]. The catalyst is CC(C)=O. The product is [NH2:1][C:2]1[CH:7]=[CH:6][C:5]([O:8][CH2:16][CH2:17][NH:18][C:19](=[O:25])[O:20][C:21]([CH3:24])([CH3:23])[CH3:22])=[C:4]([C:9]2[N:13]([CH3:14])[N:12]=[CH:11][CH:10]=2)[CH:3]=1. The yield is 0.444. (5) The reactants are [CH3:1][N:2]([CH3:31])[C:3]1[N:8]=[C:7]([O:9][CH3:10])[C:6]([C:11]2[C:24]3[C:19](=[CH:20][C:21]([O:27][CH2:28][CH3:29])=[C:22]([O:25][CH3:26])[CH:23]=3)[C@@H:18]3[C@@H:13]([CH2:14][CH2:15][C@@H:16]([OH:30])[CH2:17]3)[N:12]=2)=[CH:5][N:4]=1.[C:32]([OH:39])(=[O:38])/[CH:33]=[CH:34]/[C:35]([OH:37])=[O:36]. The catalyst is CC(C)=O.C(O)(C)C. The product is [C:32]([OH:39])(=[O:38])/[CH:33]=[CH:34]/[C:35]([OH:37])=[O:36].[CH3:31][N:2]([CH3:1])[C:3]1[N:8]=[C:7]([O:9][CH3:10])[C:6]([C:11]2[C:24]3[C:19](=[CH:20][C:21]([O:27][CH2:28][CH3:29])=[C:22]([O:25][CH3:26])[CH:23]=3)[C@@H:18]3[C@@H:13]([CH2:14][CH2:15][C@@H:16]([OH:30])[CH2:17]3)[N:12]=2)=[CH:5][N:4]=1. The yield is 0.570. (6) The reactants are [CH3:1][O:2][C:3]1[CH:12]=[C:11]([O:13][CH3:14])[CH:10]=[C:9]2[C:4]=1[C:5](=[O:27])[NH:6][C:7]([C:15]1[CH:20]=[CH:19][C:18]([N:21]3[CH2:26][CH2:25][NH:24][CH2:23][CH2:22]3)=[CH:17][CH:16]=1)=[N:8]2.CCN=C=NCCCN(C)C.C1C=CC2N(O)N=NC=2C=1.CCN(CC)CC.[F:56][C:57]([F:63])([F:62])[CH2:58][C:59](O)=[O:60]. The catalyst is C1COCC1. The product is [CH3:1][O:2][C:3]1[CH:12]=[C:11]([O:13][CH3:14])[CH:10]=[C:9]2[C:4]=1[C:5](=[O:27])[NH:6][C:7]([C:15]1[CH:20]=[CH:19][C:18]([N:21]3[CH2:22][CH2:23][N:24]([C:59](=[O:60])[CH2:58][C:57]([F:63])([F:62])[F:56])[CH2:25][CH2:26]3)=[CH:17][CH:16]=1)=[N:8]2. The yield is 0.520. (7) The reactants are C([SiH](CC)CC)C.[Br:8][C:9]1[C:18]2[C:13](=[CH:14][CH:15]=[CH:16][CH:17]=2)[CH:12]=[C:11]([CH:19]([C:21]2[S:25][C:24]3[CH:26]=[CH:27][C:28]([F:30])=[CH:29][C:23]=3[CH:22]=2)O)[CH:10]=1.C(=O)([O-])O.[Na+]. The catalyst is C(Cl)Cl. The product is [Br:8][C:9]1[C:18]2[C:13](=[CH:14][CH:15]=[CH:16][CH:17]=2)[CH:12]=[C:11]([CH2:19][C:21]2[S:25][C:24]3[CH:26]=[CH:27][C:28]([F:30])=[CH:29][C:23]=3[CH:22]=2)[CH:10]=1. The yield is 0.800.